From a dataset of Experimentally validated miRNA-target interactions with 360,000+ pairs, plus equal number of negative samples. Binary Classification. Given a miRNA mature sequence and a target amino acid sequence, predict their likelihood of interaction. (1) The miRNA is mmu-miR-133a-3p with sequence UUUGGUCCCCUUCAACCAGCUG. The protein sequence of the target gene is MAEETQHNKLAAAKKKLKEYWQKNSPRVPAGANRNRKTNGSVPEKATSGGCQPPGDSATGFHREGPTSSATLKDLESPCQERAVVLDSRSVEISQLKNTIKSLKQQKKQVEHQLEEEKKANNKKQKAKRVLEVQIQTLNIQKGKLNTDLYHMKRSLRYFEEKSKDLAVCLQHSLQRKGELESVLSNVMATQKKKANQLSSRSKARTEWKLEQSMREEALLKVQLTQLKESFQQVQLERDECAEHLKGERARWQQRMRKMSQEICTLKKEKQQDMRRVEKLERSLSKLKNQMAEPLPPEPP.... Result: 0 (no interaction). (2) The miRNA is mmu-miR-1197-3p with sequence UAGGACACAUGGUCUACUUCU. The protein sequence of the target gene is MGVEIETISPGDGRTFPKKGQICVVHYTGMLQNGKKFDSSRDRNKPFKFRIGKQEVIKGFEEGTAQMSLGQRAKLTCTPDVAYGATGHPGVIPPNATLIFDVELLSLE. Result: 0 (no interaction). (3) Result: 0 (no interaction). The protein sequence of the target gene is MSTASAASSSSSSSASEMIEAPSQVLNFEEIDYKEIEVEEVVGRGAFGVVCKAKWRAKDVAIKQIESESERKAFIVELRQLSRVNHPNIVKLYGACLNPVCLVMEYAEGGSLYNVLHGAEPLPYYTAAHAMSWCLQCSQGVAYLHSMQPKALIHRDLKPPNLLLVAGGTVLKICDFGTACDIQTHMTNNKGSAAWMAPEVFEGSNYSEKCDVFSWGIILWEVITRRKPFDEIGGPAFRIMWAVHNGTRPPLIKNLPKPIESLMTRCWSKDPSQRPSMEEIVKIMTHLMRYFPGADEPLQY.... The miRNA is hsa-miR-6747-3p with sequence UCCUGCCUUCCUCUGCACCAG. (4) The protein sequence of the target gene is MSSNDSSLMAGIIYYSQEKYFHHVQQAAAVGLEKFSNDPVLKFFKAYGVLKEEHIQDAISDLESIRHHPDVSLCSTMALIYAHKRCEIIDREAIQELEYSLKEIRKTVSGTALYYAGLFLWLIGRHDKAKEYIDRMLKISRGFREAYVLRGWVDLTSDKPHTAKKAIEYLEQGIQDTKDVLGLMGKAMYFMMQQNYSEALEVVNQITVTSGSFLPALVLKMQLFLARQDWEQTVEMGHRILEKDESNIDACQILTVHELAREGNMTTVSSLKTQKATNHVRNLIKALETREPENPSLHLK.... Result: 0 (no interaction). The miRNA is mmu-miR-18a-5p with sequence UAAGGUGCAUCUAGUGCAGAUAG. (5) The miRNA is hsa-miR-6785-5p with sequence UGGGAGGGCGUGGAUGAUGGUG. The protein sequence of the target gene is MDGGTLPRSAPPAPPVPVGCAARRRPASPELLRCSRRRRPATAETGGGAAAVARRNERERNRVKLVNLGFQALRQHVPHGGASKKLSKVETLRSAVEYIRALQRLLAEHDAVRNALAGGLRPQAVRPSAPRGPPGTTPVAASPSRASSSPGRGGSSEPGSPRSAYSSDDSGCEGALSPAERELLDFSSWLGGY. Result: 1 (interaction). (6) The miRNA is bta-miR-21-5p with sequence UAGCUUAUCAGACUGAUGUUGACU. The protein sequence of the target gene is MAAATGAVAASAASGQAEGKKITDLRVIDLKSELKRRNLDITGVKTVLISRLKQAIEEEGGDPDNIELTVSTDTPNKKPTKGKGKKHEADELSGDASVEDDAFIKDCELENQEAHEQDGNDELKDSEEFGENEEENVHSKELLSAEENKRAHELIEAEGIEDIEKEDIESQEIEAQEGEDDTFLTAQDGEEEENEKDIAGSGDGTQEVSKPLPSEGSLAEADHTAHEEMEAHTTVKEAEDDNISVTIQAEDAITLDFDGDDLLETGKNVKITDSEASKPKDGQDAIAQSPEKESKDYEMN.... Result: 0 (no interaction). (7) The miRNA is hsa-miR-500b-3p with sequence GCACCCAGGCAAGGAUUCUG. The protein sequence of the target gene is MSFLQDPSFFTMGMWSIGAGALGAAALALLLANTDVFLSKPQKAALEYLEDIDLKTLEKEPRTFKAKELWEKNGAVIMAVRRPGCFLCREEAADLSSLKSMLDQLGVPLYAVVKEHIRTEVKDFQPYFKGEIFLDEKKKFYGPQRRKMMFMGFIRLGVWYNFFRAWNGGFSGNLEGEGFILGGVFVVGSGKQGILLEHREKEFGDKVNLLSVLEAAKMIKPQTLASEKK. Result: 1 (interaction). (8) The miRNA is hsa-miR-4999-3p with sequence UCACUACCUGACAAUACAGU. The protein sequence of the target gene is MFEEPEWAEAAPVAAGLGPVISRPPPAASSQNKGSKRRQLLATLRALEAASLSQHPPSLCISDSEEEEEERKKKCPKKASFASASAEVGKKGKKKCQKQGPPCSDSEEEVERKKKCHKQALVGSDSAEDEKRKRKCQKHAPINSAQHLDNVDQTGPKAWKGSTTNDPPKQSPGSTSPKPPHTLSRKQWRNRQKNKRRCKNKFQPPQVPDQAPAEAPTEKTEVSPVPRTDSHEARAGALRARMAQRLDGARFRYLNEQLYSGPSSAAQRLFQEDPEAFLLYHRGFQSQVKKWPLQPVDRIA.... Result: 1 (interaction).